Predict the reaction yield, written as a fraction of the theoretical maximum amount of product (1.0 means a 100% yield; for example, 0.34 means a 34% yield). From a dataset of Reaction yield outcomes from USPTO patents with 853,638 reactions. (1) The reactants are [N:1]1([CH2:6][CH2:7][NH:8][C:9]2[N:14]=[C:13]([C:15]3[S:19][C:18]4[C:20]([C:24]5[CH:29]=[C:28]([F:30])[N:27]=[CH:26][C:25]=5[CH2:31][N:32]5[CH2:36][CH2:35][CH:34]([N:37](C)[C:38](=O)OC(C)(C)C)[CH2:33]5)=[CH:21][CH:22]=[CH:23][C:17]=4[CH:16]=3)[C:12]([F:46])=[CH:11][N:10]=2)[CH:5]=[CH:4][N:3]=[N:2]1.Cl.O1CCOCC1. The catalyst is C(Cl)Cl.CO. The product is [N:1]1([CH2:6][CH2:7][NH:8][C:9]2[N:14]=[C:13]([C:15]3[S:19][C:18]4[C:20]([C:24]5[C:25]([CH2:31][N:32]6[CH2:36][CH2:35][CH:34]([NH:37][CH3:38])[CH2:33]6)=[CH:26][N:27]=[C:28]([F:30])[CH:29]=5)=[CH:21][CH:22]=[CH:23][C:17]=4[CH:16]=3)[C:12]([F:46])=[CH:11][N:10]=2)[CH:5]=[CH:4][N:3]=[N:2]1. The yield is 0.460. (2) The reactants are [Cl:1][C:2]1[C:3]([O:12][C:13]2[CH:18]=[C:17]([OH:19])[CH:16]=[CH:15][C:14]=2/[CH:20]=[CH:21]/[C:22]([O:24][CH2:25][CH3:26])=[O:23])=[N:4][CH:5]=[C:6]([C:8]([F:11])([F:10])[F:9])[CH:7]=1.Br[CH2:28][CH2:29][CH2:30][C:31]#[N:32].C(=O)([O-])[O-].[K+].[K+].[I-].[Na+]. The catalyst is O.CN(C)C=O. The product is [Cl:1][C:2]1[C:3]([O:12][C:13]2[CH:18]=[C:17]([O:19][CH2:28][CH2:29][CH2:30][C:31]#[N:32])[CH:16]=[CH:15][C:14]=2/[CH:20]=[CH:21]/[C:22]([O:24][CH2:25][CH3:26])=[O:23])=[N:4][CH:5]=[C:6]([C:8]([F:9])([F:11])[F:10])[CH:7]=1. The yield is 0.940. (3) The reactants are [Br:1][C:2]1[CH:7]=[CH:6][C:5]([NH:8][C:9]2[C:10]([C:20]([OH:22])=O)=[CH:11][C:12]3[N:16](C)[CH:15]=[N:14][C:13]=3[C:18]=2[F:19])=[C:4]([Cl:23])[CH:3]=1.C1C=CC2N(O)N=[N:30][C:28]=2C=1.C(N(CC)CC)C.CN.CCN=C=NCCCN(C)C. The catalyst is CN(C)C=O.C(OCC)(=O)C.O. The product is [CH3:28][NH:30][C:20]([C:10]1[C:9]([NH:8][C:5]2[CH:6]=[CH:7][C:2]([Br:1])=[CH:3][C:4]=2[Cl:23])=[C:18]([F:19])[C:13]2[N:14]=[CH:15][NH:16][C:12]=2[CH:11]=1)=[O:22]. The yield is 0.420. (4) The reactants are Cl[C:2]1[C:7]([N+:8]([O-:10])=[O:9])=[CH:6][CH:5]=[C:4]([Cl:11])[N:3]=1.[CH3:12][O:13][CH2:14][CH2:15][CH2:16][NH2:17].C(N(C(C)C)CC)(C)C. The catalyst is C(Cl)Cl. The product is [Cl:11][C:4]1[N:3]=[C:2]([NH:17][CH2:16][CH2:15][CH2:14][O:13][CH3:12])[C:7]([N+:8]([O-:10])=[O:9])=[CH:6][CH:5]=1. The yield is 0.830. (5) The product is [Br:12][C:13]1[CH:20]=[CH:19][C:16]([CH2:17][N:9]([CH2:10][CH3:11])[CH2:7][CH3:8])=[CH:15][CH:14]=1. The catalyst is O.C1COCC1. The yield is 0.740. The reactants are C(=O)([O-])[O-].[K+].[K+].[CH2:7]([NH:9][CH2:10][CH3:11])[CH3:8].[Br:12][C:13]1[CH:20]=[CH:19][C:16]([CH2:17]Br)=[CH:15][CH:14]=1.Cl.